From a dataset of TCR-epitope binding with 47,182 pairs between 192 epitopes and 23,139 TCRs. Binary Classification. Given a T-cell receptor sequence (or CDR3 region) and an epitope sequence, predict whether binding occurs between them. (1) The epitope is YFPLQSYGF. The TCR CDR3 sequence is CSASNIHVARTGGITQYF. Result: 1 (the TCR binds to the epitope). (2) The epitope is HLVDFQVTI. The TCR CDR3 sequence is CASRYRLVDTGELFF. Result: 1 (the TCR binds to the epitope). (3) The epitope is IVTDFSVIK. The TCR CDR3 sequence is CASSLPPPGELFF. Result: 0 (the TCR does not bind to the epitope).